The task is: Predict the reactants needed to synthesize the given product.. This data is from Full USPTO retrosynthesis dataset with 1.9M reactions from patents (1976-2016). (1) Given the product [C:34]([O:38][C:39]([N:41]1[CH2:46][CH2:45][CH2:44][CH:43]([N:22]([C:20](=[O:21])[C:19]2[CH:31]=[CH:32][C:16]([NH:15][C:11]3[N:10]=[C:9]([NH:8][C:5]4[CH:6]=[CH:7][C:2]([F:1])=[C:3]([CH3:33])[CH:4]=4)[CH:14]=[CH:13][N:12]=3)=[CH:17][CH:18]=2)[CH3:30])[CH2:42]1)=[O:40])([CH3:37])([CH3:35])[CH3:36], predict the reactants needed to synthesize it. The reactants are: [F:1][C:2]1[CH:7]=[CH:6][C:5]([NH:8][C:9]2[CH:14]=[CH:13][N:12]=[C:11]([NH:15][C:16]3[CH:32]=[CH:31][C:19]([C:20]([N:22]([CH3:30])C4CCN(C)CC4)=[O:21])=[CH:18][CH:17]=3)[N:10]=2)=[CH:4][C:3]=1[CH3:33].[C:34]([O:38][C:39]([N:41]1[CH2:46][CH2:45][CH2:44][CH:43](NC)[CH2:42]1)=[O:40])([CH3:37])([CH3:36])[CH3:35]. (2) Given the product [ClH:1].[CH2:26]([N:25]1[C:18]2[C:19](=[N:20][CH:21]=[CH:22][C:17]=2[NH:8][CH2:9][C:10]2[CH:11]=[CH:12][C:13]([F:16])=[CH:14][CH:15]=2)[C:23]([CH3:30])=[C:24]1[CH3:29])[CH:27]=[CH2:28], predict the reactants needed to synthesize it. The reactants are: [ClH:1].C(OC(=O)[N:8]([C:17]1[CH:22]=[CH:21][N:20]=[C:19]2[C:23]([CH3:30])=[C:24]([CH3:29])[N:25]([CH2:26][CH:27]=[CH2:28])[C:18]=12)[CH2:9][C:10]1[CH:15]=[CH:14][C:13]([F:16])=[CH:12][CH:11]=1)(C)(C)C.Cl.